From a dataset of Catalyst prediction with 721,799 reactions and 888 catalyst types from USPTO. Predict which catalyst facilitates the given reaction. (1) Reactant: [CH2:1]([O:3][P:4]([CH2:9][C:10]([O:12][CH2:13][CH3:14])=[O:11])([O:6][CH2:7][CH3:8])=[O:5])[CH3:2].[H-].[Na+].Br[CH2:18][C:19]1[CH:20]=[C:21]([CH:30]=[CH:31][C:32]=1[Cl:33])[O:22][Si:23]([C:26]([CH3:29])([CH3:28])[CH3:27])([CH3:25])[CH3:24].O. Product: [Si:23]([O:22][C:21]1[CH:30]=[CH:31][C:32]([Cl:33])=[C:19]([CH2:18][CH:9]([P:4]([O:3][CH2:1][CH3:2])([O:6][CH2:7][CH3:8])=[O:5])[C:10]([O:12][CH2:13][CH3:14])=[O:11])[CH:20]=1)([C:26]([CH3:29])([CH3:28])[CH3:27])([CH3:25])[CH3:24]. The catalyst class is: 9. (2) Reactant: [CH2:1]([O:3][C:4](=[O:23])[CH:5]([C:13]1[CH:18]=[CH:17][C:16]([O:19][CH3:20])=[CH:15][C:14]=1[O:21][CH3:22])[N:6]1[C:10]([CH2:11][OH:12])=[CH:9][N:8]=[CH:7]1)[CH3:2].CC(OI1(OC(C)=O)(OC(C)=O)OC(=O)C2C=CC=CC1=2)=O. Product: [CH2:1]([O:3][C:4](=[O:23])[CH:5]([C:13]1[CH:18]=[CH:17][C:16]([O:19][CH3:20])=[CH:15][C:14]=1[O:21][CH3:22])[N:6]1[C:10]([CH:11]=[O:12])=[CH:9][N:8]=[CH:7]1)[CH3:2]. The catalyst class is: 4. (3) Reactant: [CH3:1][C:2]1[CH:7]=[C:6]([C:8]([F:17])([C:13]([F:16])([F:15])[F:14])[C:9]([F:12])([F:11])[F:10])[CH:5]=[C:4]([CH3:18])[C:3]=1[NH:19][C:20](=[O:33])[C:21]1[CH:26]=[C:25]([F:27])[C:24](F)=[C:23]([N+:29]([O-:31])=[O:30])[C:22]=1[F:32].[C-:34]#[N:35].[Na+]. Product: [C:34]([C:24]1[C:25]([F:27])=[CH:26][C:21]([C:20]([NH:19][C:3]2[C:2]([CH3:1])=[CH:7][C:6]([C:8]([F:17])([C:13]([F:15])([F:16])[F:14])[C:9]([F:12])([F:11])[F:10])=[CH:5][C:4]=2[CH3:18])=[O:33])=[C:22]([F:32])[C:23]=1[N+:29]([O-:31])=[O:30])#[N:35]. The catalyst class is: 9. (4) Reactant: [CH:1]1([C:4]2[CH:5]=[C:6]([C:23]([O:25]CC)=[O:24])[C:7]3[CH:12]=[N:11][N:10]([CH2:13][CH2:14][NH:15][C:16]([O:18][C:19]([CH3:22])([CH3:21])[CH3:20])=[O:17])[C:8]=3[N:9]=2)[CH2:3][CH2:2]1.[OH-].[Na+]. Product: [CH:1]1([C:4]2[CH:5]=[C:6]([C:23]([OH:25])=[O:24])[C:7]3[CH:12]=[N:11][N:10]([CH2:13][CH2:14][NH:15][C:16]([O:18][C:19]([CH3:22])([CH3:20])[CH3:21])=[O:17])[C:8]=3[N:9]=2)[CH2:3][CH2:2]1. The catalyst class is: 8. (5) Reactant: CS[C:3]1[C:8]2=[C:9]([CH2:12][N:13]3[CH2:18][CH2:17][CH:16]([OH:19])[CH2:15][CH2:14]3)[CH:10]=[CH:11][N:7]2[N:6]=[CH:5][N:4]=1.C(O)(C(F)(F)F)=O.C1C=C(Cl)C=C(C(OO)=O)C=1.[NH2:38][C:39]1[CH:44]=[CH:43][C:42]([OH:45])=[C:41]([F:46])[CH:40]=1.C[Si]([N-][Si](C)(C)C)(C)C.[Na+]. Product: [NH2:38][C:39]1[CH:44]=[CH:43][C:42]([O:45][C:3]2[C:8]3=[C:9]([CH2:12][N:13]4[CH2:18][CH2:17][CH:16]([OH:19])[CH2:15][CH2:14]4)[CH:10]=[CH:11][N:7]3[N:6]=[CH:5][N:4]=2)=[C:41]([F:46])[CH:40]=1. The catalyst class is: 410. (6) Reactant: [CH:1]1([C:6]2[CH:32]=[CH:31][C:9]([CH2:10][O:11][C:12]3[CH:13]=[C:14]4[C:18](=[CH:19][CH:20]=3)[N:17]3[CH2:21][CH2:22][CH2:23][CH:24]([CH2:25][C:26]([O:28]CC)=[O:27])[C:16]3=[CH:15]4)=[CH:8][C:7]=2[C:33]([F:36])([F:35])[F:34])[CH2:5][CH2:4][CH2:3][CH2:2]1.[Li+].[OH-]. Product: [CH:1]1([C:6]2[CH:32]=[CH:31][C:9]([CH2:10][O:11][C:12]3[CH:13]=[C:14]4[C:18](=[CH:19][CH:20]=3)[N:17]3[CH2:21][CH2:22][CH2:23][CH:24]([CH2:25][C:26]([OH:28])=[O:27])[C:16]3=[CH:15]4)=[CH:8][C:7]=2[C:33]([F:36])([F:34])[F:35])[CH2:5][CH2:4][CH2:3][CH2:2]1. The catalyst class is: 12. (7) Reactant: Br[C:2]1[CH:3]=[CH:4][C:5]2[O:10][CH2:9][C:8](=[O:11])[NH:7][C:6]=2[CH:12]=1.[N:13]1[CH:18]=[CH:17][C:16](B(O)O)=[CH:15][CH:14]=1.C(=O)(O)[O-].[Na+].COCCOC. Product: [N:13]1[CH:18]=[CH:17][C:16]([C:2]2[CH:3]=[CH:4][C:5]3[O:10][CH2:9][C:8](=[O:11])[NH:7][C:6]=3[CH:12]=2)=[CH:15][CH:14]=1. The catalyst class is: 6. (8) Reactant: C[Si]([N-][Si](C)(C)C)(C)C.[Li+].[C:11]([O:14][C:15]([CH3:18])([CH3:17])[CH3:16])(=[O:13])[CH3:12].[Br:19][C:20]1[CH:25]=[C:24]([Br:26])[N:23]=[C:22]([C:27]2[CH:32]=[CH:31][C:30]([F:33])=[CH:29][C:28]=2[Cl:34])[C:21]=1[CH2:35]Br. Product: [Br:19][C:20]1[CH:25]=[C:24]([Br:26])[N:23]=[C:22]([C:27]2[CH:32]=[CH:31][C:30]([F:33])=[CH:29][C:28]=2[Cl:34])[C:21]=1[CH2:35][CH2:12][C:11]([O:14][C:15]([CH3:18])([CH3:17])[CH3:16])=[O:13]. The catalyst class is: 1.